From a dataset of Full USPTO retrosynthesis dataset with 1.9M reactions from patents (1976-2016). Predict the reactants needed to synthesize the given product. (1) Given the product [C:1]([N:4]1[C:12]2[C:7](=[C:8]([CH3:21])[C:9]([CH2:15][C:16]([O:18][CH2:19][CH3:20])=[O:17])=[C:10]([CH3:14])[C:11]=2[NH:13][C:31](=[O:36])[C:32]([CH3:35])([CH3:34])[CH3:33])[CH2:6][CH2:5]1)(=[O:3])[CH3:2], predict the reactants needed to synthesize it. The reactants are: [C:1]([N:4]1[C:12]2[C:7](=[C:8]([CH3:21])[C:9]([CH2:15][C:16]([O:18][CH2:19][CH3:20])=[O:17])=[C:10]([CH3:14])[C:11]=2[NH2:13])[CH2:6][CH2:5]1)(=[O:3])[CH3:2].C(N(C(C)C)CC)(C)C.[C:31](Cl)(=[O:36])[C:32]([CH3:35])([CH3:34])[CH3:33].C(OCC)(=O)C. (2) Given the product [F:20][C:15]1[CH:14]=[C:13]([CH:10]2[NH:11][C:22](=[O:23])[CH:21]([CH:25]3[CH2:30][CH2:29][O:28][CH2:27][CH2:26]3)[NH:8][CH2:9]2)[CH:18]=[C:17]([F:19])[CH:16]=1, predict the reactants needed to synthesize it. The reactants are: C([N:8]([CH:21]([CH:25]1[CH2:30][CH2:29][O:28][CH2:27][CH2:26]1)[C:22]([O-])=[O:23])[CH2:9]/[C:10](/[C:13]1[CH:18]=[C:17]([F:19])[CH:16]=[C:15]([F:20])[CH:14]=1)=[N:11]\O)C1C=CC=CC=1. (3) Given the product [Cl:15][C:16]1[CH:27]=[CH:26][C:19]([C:20](=[O:21])[C:2]2[CH:7]=[CH:6][C:5]([N:8]3[CH2:13][CH2:12][CH2:11][CH:10]([CH3:14])[CH2:9]3)=[CH:4][CH:3]=2)=[CH:18][C:17]=1[S:28]([NH2:29])(=[O:31])=[O:30], predict the reactants needed to synthesize it. The reactants are: Br[C:2]1[CH:7]=[CH:6][C:5]([N:8]2[CH2:13][CH2:12][CH2:11][CH:10]([CH3:14])[CH2:9]2)=[CH:4][CH:3]=1.[Cl:15][C:16]1[CH:27]=[CH:26][C:19]([C:20](N(OC)C)=[O:21])=[CH:18][C:17]=1[S:28](=[O:31])(=[O:30])[NH2:29].C([Li])(C)(C)C.